From a dataset of Reaction yield outcomes from USPTO patents with 853,638 reactions. Predict the reaction yield, written as a fraction of the theoretical maximum amount of product (1.0 means a 100% yield; for example, 0.34 means a 34% yield). (1) The reactants are O1CCOC1CC=C1C[N:10]([C:12]([O:14][CH2:15][C:16]2[CH:21]=[CH:20][CH:19]=[CH:18][CH:17]=2)=[O:13])[CH2:9]1.C[N+]1([O-])CC[O:26]CC1.[C:30]([O:33][CH2:34][CH3:35])(=[O:32])[CH3:31].[CH3:36][C:37]([CH3:39])=[O:38].O. The catalyst is [Os](=O)(=O)(=O)=O. The product is [O:33]1[CH2:34][CH2:35][O:32][CH:30]1[CH2:31][CH:36]([C:37]1([OH:38])[CH2:9][N:10]([C:12]([O:14][CH2:15][C:16]2[CH:21]=[CH:20][CH:19]=[CH:18][CH:17]=2)=[O:13])[CH2:39]1)[OH:26]. The yield is 0.990. (2) The reactants are [Cl:1][C:2]1[CH:10]=[CH:9][C:8]([N:11]2[CH2:16][CH2:15][N:14]([CH3:17])[CH2:13][CH2:12]2)=[CH:7][C:3]=1[C:4]([NH2:6])=[O:5].Cl[C:19]1C=CC(F)=CC=1C(N)=O.CN(C)C1CCNC1. No catalyst specified. The product is [Cl:1][C:2]1[CH:10]=[CH:9][C:8]([N:11]2[CH2:12][CH2:19][CH:15]([N:14]([CH3:17])[CH3:13])[CH2:16]2)=[CH:7][C:3]=1[C:4]([NH2:6])=[O:5]. The yield is 0.550. (3) The reactants are [C:1]([O:5][C:6]([N:8]1[CH2:13][CH2:12][C:11](=[C:14]([C:19]2[CH:24]=[CH:23][CH:22]=[CH:21][CH:20]=2)[C:15]([NH:17][NH2:18])=[O:16])[CH2:10][CH2:9]1)=[O:7])([CH3:4])([CH3:3])[CH3:2].CCN(C(C)C)C(C)C.[C:34](O[C:34](=O)[C:35]1[CH:40]=[CH:39][CH:38]=[CH:37][CH:36]=1)(=O)[C:35]1[CH:40]=[CH:39][CH:38]=[CH:37][CH:36]=1.C1C=CC(P(C2C=CC=CC=2)C2C=CC=CC=2)=CC=1.ClC(Cl)(Cl)C(Cl)(Cl)Cl. The catalyst is CC#N. The product is [C:1]([O:5][C:6]([N:8]1[CH2:9][CH2:10][C:11](=[C:14]([C:19]2[CH:20]=[CH:21][CH:22]=[CH:23][CH:24]=2)[C:15]2[O:16][C:34]([C:35]3[CH:40]=[CH:39][CH:38]=[CH:37][CH:36]=3)=[N:18][N:17]=2)[CH2:12][CH2:13]1)=[O:7])([CH3:4])([CH3:2])[CH3:3]. The yield is 0.780.